Dataset: Full USPTO retrosynthesis dataset with 1.9M reactions from patents (1976-2016). Task: Predict the reactants needed to synthesize the given product. (1) Given the product [OH:1][C:2]1[CH:3]=[CH:4][C:5]([CH:8]([C:11]2[CH:12]=[CH:13][C:14]([OH:17])=[CH:15][CH:16]=2)[CH3:9])=[CH:6][CH:7]=1, predict the reactants needed to synthesize it. The reactants are: [OH:1][C:2]1[CH:7]=[CH:6][C:5]([C:8]([C:11]2[CH:16]=[CH:15][C:14]([OH:17])=[CH:13][CH:12]=2)(C)[CH3:9])=[CH:4][CH:3]=1.OC1C=CC(C(C2C=CC(O)=CC=2)(CC)C)=CC=1. (2) Given the product [C:1]([C:5]1[CH:10]=[CH:9][C:8]([NH:11][C:12]2[C:13]3[CH2:21][CH2:20][NH:19][CH2:18][C:14]=3[N:15]=[CH:16][N:17]=2)=[CH:7][CH:6]=1)([CH3:4])([CH3:2])[CH3:3], predict the reactants needed to synthesize it. The reactants are: [C:1]([C:5]1[CH:10]=[CH:9][C:8]([NH:11][C:12]2[C:13]3[CH2:21][CH2:20][N:19](CC4C=CC=CC=4)[CH2:18][C:14]=3[N:15]=[CH:16][N:17]=2)=[CH:7][CH:6]=1)([CH3:4])([CH3:3])[CH3:2].C([O-])=O.[NH4+]. (3) Given the product [N:48]1([C:44]2[CH:43]=[C:42]([C:40]3[CH:39]=[N:38][CH:37]=[N:36][CH:41]=3)[CH:47]=[CH:46][CH:45]=2)[CH2:53][CH2:52][NH:51][CH2:50][CH2:49]1, predict the reactants needed to synthesize it. The reactants are: BrC1C=NC=NC=1.CC1(C)C(C)(C)OB(C2C=C(N3CCN(C(OC(C)(C)C)=O)CC3)C=CC=2)O1.[N:36]1[CH:41]=[C:40]([C:42]2[CH:43]=[C:44]([N:48]3[CH2:53][CH2:52][N:51](C(OC(C)(C)C)=O)[CH2:50][CH2:49]3)[CH:45]=[CH:46][CH:47]=2)[CH:39]=[N:38][CH:37]=1. (4) Given the product [CH2:10]([NH:13][C:7]1[C:2]([NH2:1])=[C:3]([Cl:9])[N:4]=[CH:5][N:6]=1)[CH:11]=[CH2:12], predict the reactants needed to synthesize it. The reactants are: [NH2:1][C:2]1[C:3]([Cl:9])=[N:4][CH:5]=[N:6][C:7]=1Cl.[CH2:10]([NH2:13])[CH:11]=[CH2:12]. (5) Given the product [CH3:12][S:11][C:4]1[C:5]([OH:9])=[CH:6][CH:7]=[CH:8][C:3]=1[OH:2], predict the reactants needed to synthesize it. The reactants are: C[O:2][C:3]1[CH:8]=[CH:7][CH:6]=[C:5]([O:9]C)[C:4]=1[S:11][CH3:12].B(Br)(Br)Br.O.